Dataset: Reaction yield outcomes from USPTO patents with 853,638 reactions. Task: Predict the reaction yield, written as a fraction of the theoretical maximum amount of product (1.0 means a 100% yield; for example, 0.34 means a 34% yield). (1) The reactants are C1C(=O)N([Br:8])C(=O)C1.[C:9]([Si:13]([O:16][CH2:17][CH2:18][C:19]1[CH:24]=[C:23]([O:25][CH3:26])[CH:22]=[CH:21][C:20]=1[CH2:27][CH3:28])([CH3:15])[CH3:14])([CH3:12])([CH3:11])[CH3:10].O. The catalyst is CN(C=O)C. The product is [Br:8][C:22]1[C:23]([O:25][CH3:26])=[CH:24][C:19]([CH2:18][CH2:17][O:16][Si:13]([C:9]([CH3:11])([CH3:10])[CH3:12])([CH3:14])[CH3:15])=[C:20]([CH2:27][CH3:28])[CH:21]=1. The yield is 0.640. (2) The catalyst is C(Cl)Cl.O. The reactants are [NH2:1][CH2:2][CH:3]([OH:6])[CH2:4][NH2:5].[O-]S([O-])(=O)=O.[Na+].[Na+].[CH:14](=O)[C:15]1[CH:20]=[CH:19][CH:18]=[CH:17][CH:16]=1.[BH4-].[Na+]. The yield is 0.620. The product is [CH2:14]([NH:1][CH2:2][CH:3]([OH:6])[CH2:4][NH:5][CH2:14][C:15]1[CH:20]=[CH:19][CH:18]=[CH:17][CH:16]=1)[C:15]1[CH:20]=[CH:19][CH:18]=[CH:17][CH:16]=1. (3) The reactants are Cl[CH2:2][CH2:3][CH2:4][O:5][C:6]1[CH:14]=[C:13]2[C:9]([CH:10]=[N:11][NH:12]2)=[CH:8][C:7]=1[NH2:15].[N-:16]=[N+:17]=[N-:18].[Na+]. The catalyst is CN(C)C=O. The product is [N:16]([CH2:2][CH2:3][CH2:4][O:5][C:6]1[CH:14]=[C:13]2[C:9]([CH:10]=[N:11][NH:12]2)=[CH:8][C:7]=1[NH2:15])=[N+:17]=[N-:18]. The yield is 0.410. (4) The catalyst is [Pd].C(O)C. The reactants are [CH3:1][O:2][CH2:3][C:4]1[N:8]([CH3:9])[N:7]=[C:6]([N+:10]([O-])=O)[CH:5]=1. The yield is 0.990. The product is [CH3:1][O:2][CH2:3][C:4]1[N:8]([CH3:9])[N:7]=[C:6]([NH2:10])[CH:5]=1. (5) The reactants are [CH3:1][CH:2]1[N:7]([C:8]([O:10][CH2:11][C:12]2[CH:17]=[CH:16][CH:15]=[CH:14][CH:13]=2)=[O:9])[CH2:6][CH:5]=[CH:4][CH2:3]1.C1C=C(Cl)C=C(C(OO)=[O:26])C=1. The catalyst is C(Cl)Cl. The product is [CH3:1][CH:2]1[CH2:3][CH:4]2[CH:5]([O:26]2)[CH2:6][N:7]1[C:8]([O:10][CH2:11][C:12]1[CH:13]=[CH:14][CH:15]=[CH:16][CH:17]=1)=[O:9]. The yield is 0.640. (6) The reactants are [NH2:1][C@H:2]([C:6]([OH:8])=[O:7])[CH:3]([CH3:5])[CH3:4].C([O-])(O)=O.[Na+].[CH3:14][O:15][C:16](Cl)=[O:17]. The catalyst is O. The product is [CH3:14][O:15][C:16]([NH:1][C@H:2]([CH:3]([CH3:5])[CH3:4])[C:6]([OH:8])=[O:7])=[O:17]. The yield is 0.750. (7) The reactants are Cl[C:2]1[CH:7]=[CH:6][C:5]([C:8]([F:11])([F:10])[F:9])=[CH:4][CH:3]=1.[O-]P([O-])([O-])=O.[K+].[K+].[K+].[OH:20][C:21]1[CH:26]=[C:25]([CH3:27])[C:24]([C:28](=[O:30])[CH3:29])=[C:23]([CH3:31])[CH:22]=1.C(P(C(C)(C)C)C1C=CC=CC=1C1C(C(C)C)=CC(C(C)C)=CC=1C(C)C)(C)(C)C. The catalyst is C1(C)C=CC=CC=1.CC([O-])=O.CC([O-])=O.[Pd+2]. The product is [CH3:31][C:23]1[CH:22]=[C:21]([O:20][C:2]2[CH:7]=[CH:6][C:5]([C:8]([F:11])([F:10])[F:9])=[CH:4][CH:3]=2)[CH:26]=[C:25]([CH3:27])[C:24]=1[C:28](=[O:30])[CH3:29]. The yield is 0.190. (8) The catalyst is CS(C)=O. The yield is 0.400. The reactants are [C:1]([C:3]1[C:4](F)=[CH:5][CH:6]=[C:7]2[C:12]=1[N:11]([C@@H:13]1[CH2:15][C@@H:14]1[F:16])[CH:10]=[C:9]([C:17]([O:19]CC)=[O:18])[C:8]2=[O:22])#[N:2].C(OC([NH:31][C:32]1([C@@H:35]2[CH2:39][CH2:38][NH:37][CH2:36]2)[CH2:34][CH2:33]1)=O)(C)(C)C.N12CCN(CC1)CC2. The product is [NH2:31][C:32]1([C@@H:35]2[CH2:39][CH2:38][N:37]([C:4]3[C:3]([C:1]#[N:2])=[C:12]4[C:7]([C:8](=[O:22])[C:9]([C:17]([OH:19])=[O:18])=[CH:10][N:11]4[C@@H:13]4[CH2:15][C@@H:14]4[F:16])=[CH:6][CH:5]=3)[CH2:36]2)[CH2:34][CH2:33]1.